The task is: Predict which catalyst facilitates the given reaction.. This data is from Catalyst prediction with 721,799 reactions and 888 catalyst types from USPTO. (1) Reactant: Cl[C:2]1[CH:7]=[CH:6][C:5]([CH:8]([C:36]2[CH:41]=[CH:40][C:39]([Cl:42])=[CH:38][CH:37]=2)[C:9]2[CH:10]=[C:11]3[C:16](=[CH:17][CH:18]=2)[N:15]=[CH:14]N=[C:12]3[NH:19][CH:20]2[CH2:25][CH2:24][N:23]([CH2:26][C:27]3[CH:28]=[C:29]([CH:33]=[CH:34][CH:35]=3)[C:30]([OH:32])=O)[CH2:22][CH2:21]2)=[CH:4][CH:3]=1.[NH4+:43].[Cl-:44].C[N:46](C(ON1N=NC2C=CC=NC1=2)=[N+](C)C)C.F[P-](F)(F)(F)(F)F.CCN(C(C)C)C(C)C. Product: [Cl:44][C:2]1[CH:7]=[CH:6][C:5]([CH:8]([C:36]2[CH:37]=[CH:38][C:39]([Cl:42])=[CH:40][CH:41]=2)[C:9]2[CH:10]=[C:11]3[C:16](=[CH:17][CH:18]=2)[N:15]=[CH:14][N:43]=[C:12]3[NH:19][CH:20]2[CH2:25][CH2:24][N:23]([CH2:26][C:27]3[CH:28]=[C:29]([CH:33]=[CH:34][CH:35]=3)[C:30]([NH2:46])=[O:32])[CH2:22][CH2:21]2)=[CH:4][CH:3]=1. The catalyst class is: 145. (2) Reactant: [CH3:1][O:2][C:3]1[CH:4]=[N:5][CH:6]=[C:7]([CH:9]=O)[CH:8]=1.C(O[C:14](=[O:18])[CH2:15][C:16]#[N:17])C.[CH:19]1([NH:22][C:23]([NH2:25])=[NH:24])[CH2:21][CH2:20]1.Cl.C(=O)([O-])[O-].[K+].[K+]. Product: [C:16]([C:15]1[C:14](=[O:18])[NH:25][C:23]([NH:22][CH:19]2[CH2:21][CH2:20]2)=[N:24][C:9]=1[C:7]1[CH:8]=[C:3]([O:2][CH3:1])[CH:4]=[N:5][CH:6]=1)#[N:17]. The catalyst class is: 8. (3) Product: [CH3:16][C:15]1[N:6]2[C:5]3[CH:10]=[CH:11][CH:12]=[CH:13][C:4]=3[NH:3][C:2]([CH3:14])([CH3:1])[CH2:8][C:7]2=[N:19][N:18]=1. Reactant: [CH3:1][C:2]1([CH3:14])[CH2:8][C:7](=S)[NH:6][C:5]2[CH:10]=[CH:11][CH:12]=[CH:13][C:4]=2[NH:3]1.[C:15]([NH:18][NH2:19])(=O)[CH3:16]. The catalyst class is: 51. (4) Reactant: Cl[C:2]1[C:11]2=[N:12][N:13](CC3C=CC(OC)=CC=3)[CH:14]=[C:10]2[C:9]2[C:8]([O:24][CH3:25])=[CH:7][CH:6]=[CH:5][C:4]=2[N:3]=1.[NH2:26][C:27]1[CH:36]=[C:35]2[C:30]([CH2:31][CH2:32][C:33](=[O:37])[NH:34]2)=[CH:29][CH:28]=1.Cl. Product: [CH3:25][O:24][C:8]1[C:9]2[C:10]3[CH:14]=[N:13][NH:12][C:11]=3[C:2]([NH:26][C:27]3[CH:36]=[C:35]4[C:30]([CH2:31][CH2:32][C:33](=[O:37])[NH:34]4)=[CH:29][CH:28]=3)=[N:3][C:4]=2[CH:5]=[CH:6][CH:7]=1. The catalyst class is: 71. (5) Reactant: [Br:1][C:2]1[C:3]([O:24][C@H:25]([CH3:29])[C@H](O)C)=[N:4][C:5]([NH:8][C:9]2[CH:14]=[CH:13][C:12]([S:15]([CH3:23])(=[N:17]C(OCC)=O)=[O:16])=[CH:11][CH:10]=2)=[N:6][CH:7]=1.[CH3:30]C[O-].[Na+].[Na+].[Cl-]. Product: [Br:1][C:2]1[C:3]([O:24][CH2:25][CH3:29])=[N:4][C:5]([NH:8][C:9]2[CH:14]=[CH:13][C:12]([S:15]([CH2:23][CH3:30])(=[NH:17])=[O:16])=[CH:11][CH:10]=2)=[N:6][CH:7]=1. The catalyst class is: 8.